From a dataset of Full USPTO retrosynthesis dataset with 1.9M reactions from patents (1976-2016). Predict the reactants needed to synthesize the given product. (1) Given the product [CH:30]1[CH:35]=[C:34]2[C:4]([C:53]([OH:54])([OH:40])[C:58](=[O:59])[C:33]2=[CH:32][CH:31]=1)=[O:5], predict the reactants needed to synthesize it. The reactants are: CC(OC(C)(C)C)C(NC(OCC1C2C(=CC=CC=2)C2C1=CC=CC=2)=O)[C:4](O)=[O:5].[CH:30]1[CH:35]=[C:34]2N=NN(O)[C:33]2=[CH:32][CH:31]=1.[OH2:40].CC(C)N=C=NC(C)C.CN([CH:53]=[O:54])C.CN([CH:58]=[O:59])C.C(Cl)Cl. (2) Given the product [C:1]([O:5][C:6](=[O:20])[NH:7][C:8]1[CH:9]=[CH:10][C:11]2[CH2:17][CH2:16][CH2:15][C:14](=[S:30])[NH:13][C:12]=2[CH:19]=1)([CH3:4])([CH3:3])[CH3:2], predict the reactants needed to synthesize it. The reactants are: [C:1]([O:5][C:6](=[O:20])[NH:7][C:8]1[CH:9]=[CH:10][C:11]2[CH2:17][CH2:16][CH2:15][C:14](=O)[NH:13][C:12]=2[CH:19]=1)([CH3:4])([CH3:3])[CH3:2].COC1C=CC(P2(SP(C3C=CC(OC)=CC=3)(=S)S2)=[S:30])=CC=1. (3) Given the product [N:5]1[CH:6]=[CH:7][C:2]([N:11]2[CH2:10][CH2:9][N:8]([C:14]([O:16][C:17]([CH3:20])([CH3:19])[CH3:18])=[O:15])[CH2:13][CH2:12]2)=[CH:3][CH:4]=1, predict the reactants needed to synthesize it. The reactants are: Br[C:2]1[CH:7]=[CH:6][N:5]=[CH:4][CH:3]=1.[N:8]1([C:14]([O:16][C:17]([CH3:20])([CH3:19])[CH3:18])=[O:15])[CH2:13][CH2:12][NH:11][CH2:10][CH2:9]1.CC([O-])(C)C.[Na+].C1C=CC(P(C2C(C3C(P(C4C=CC=CC=4)C4C=CC=CC=4)=CC=C4C=3C=CC=C4)=C3C(C=CC=C3)=CC=2)C2C=CC=CC=2)=CC=1. (4) Given the product [CH3:3][CH:4]([O:7][CH2:9][C:10]([O:12][C:13]([CH3:16])([CH3:15])[CH3:14])=[O:11])[CH:5]=[CH2:6], predict the reactants needed to synthesize it. The reactants are: [OH-].[Na+].[CH3:3][CH:4]([OH:7])[CH:5]=[CH2:6].Br[CH2:9][C:10]([O:12][C:13]([CH3:16])([CH3:15])[CH3:14])=[O:11].